Task: Predict the reaction yield, written as a fraction of the theoretical maximum amount of product (1.0 means a 100% yield; for example, 0.34 means a 34% yield).. Dataset: Reaction yield outcomes from USPTO patents with 853,638 reactions (1) The reactants are S(Cl)(Cl)=O.O[C@@H:6]([CH2:10][C:11]1[CH:16]=[CH:15][CH:14]=[CH:13][CH:12]=1)[C:7]([OH:9])=[O:8].CN(C)C=O.[ClH:22]. The catalyst is C1(C)C=CC=CC=1.O. The product is [Cl:22][C@H:6]([CH2:10][C:11]1[CH:16]=[CH:15][CH:14]=[CH:13][CH:12]=1)[C:7]([OH:9])=[O:8]. The yield is 0.950. (2) No catalyst specified. The product is [S:33]1[C:28]2[CH:29]=[CH:30][CH:31]=[CH:32][C:27]=2[N:26]=[C:4]1[C:3]1[CH:7]=[C:8]([C:11]2[CH:23]=[CH:22][C:21]3[C:20]4[C:15](=[CH:16][CH:17]=[CH:18][CH:19]=4)[C:14]([CH3:24])([CH3:25])[C:13]=3[CH:12]=2)[CH:9]=[CH:10][C:2]=1[SH:1]. The yield is 0.680. The reactants are [SH:1][C:2]1[CH:10]=[CH:9][C:8]([C:11]2[CH:23]=[CH:22][C:21]3[C:20]4[C:15](=[CH:16][CH:17]=[CH:18][CH:19]=4)[C:14]([CH3:25])([CH3:24])[C:13]=3[CH:12]=2)=[CH:7][C:3]=1[C:4](O)=O.[NH2:26][C:27]1[CH:32]=[CH:31][CH:30]=[CH:29][C:28]=1[SH:33]. (3) The yield is 0.540. The reactants are [CH2:1]([N:8]1[CH2:13][CH2:12][NH:11][C@@H:10]([CH:14]([CH3:16])[CH3:15])[CH2:9]1)[C:2]1[CH:7]=[CH:6][CH:5]=[CH:4][CH:3]=1.[H-].[Na+].Cl[C:20]1[O:21][C:22]2[C:23](=[C:25]([C:29]([O:31][CH3:32])=[O:30])[CH:26]=[CH:27][CH:28]=2)[N:24]=1. The product is [CH2:1]([N:8]1[CH2:13][CH2:12][N:11]([C:20]2[O:21][C:22]3[C:23](=[C:25]([C:29]([O:31][CH3:32])=[O:30])[CH:26]=[CH:27][CH:28]=3)[N:24]=2)[C@@H:10]([CH:14]([CH3:16])[CH3:15])[CH2:9]1)[C:2]1[CH:3]=[CH:4][CH:5]=[CH:6][CH:7]=1. The catalyst is COCCOC. (4) The reactants are [Cl:1][C:2]1[CH:7]=[CH:6][C:5]([NH:8][C:9](=[O:14])[C:10]([CH3:13])([CH3:12])[CH3:11])=[C:4]([CH:15]([OH:22])[C:16]2[CH:17]=[N:18][CH:19]=[CH:20][CH:21]=2)[CH:3]=1. The catalyst is N1C=CC=CC=1.CCOC(C)=O.O. The product is [Cl:1][C:2]1[CH:7]=[CH:6][C:5]([NH:8][C:9](=[O:14])[C:10]([CH3:13])([CH3:12])[CH3:11])=[C:4]([C:15]([C:16]2[CH:17]=[N:18][CH:19]=[CH:20][CH:21]=2)=[O:22])[CH:3]=1. The yield is 0.700.